Predict the product of the given reaction. From a dataset of Forward reaction prediction with 1.9M reactions from USPTO patents (1976-2016). (1) Given the reactants C(O)(=O)/C=C\C(O)=O.[C:9]1([C@H:15]([NH:17][C@H:18]([CH2:27][C:28]2[CH:33]=[C:32]([F:34])[C:31]([F:35])=[CH:30][C:29]=2[F:36])[CH2:19][C:20]([O:22]C(C)(C)C)=[O:21])[CH3:16])[CH:14]=[CH:13][CH:12]=[CH:11][CH:10]=1.S(=O)(=O)(O)O.[OH-].[Na+].N, predict the reaction product. The product is: [C:9]1([C@H:15]([NH:17][C@H:18]([CH2:27][C:28]2[CH:33]=[C:32]([F:34])[C:31]([F:35])=[CH:30][C:29]=2[F:36])[CH2:19][C:20]([OH:22])=[O:21])[CH3:16])[CH:14]=[CH:13][CH:12]=[CH:11][CH:10]=1. (2) Given the reactants [Br:1][C:2]1[CH:7]=[C:6]([NH:8][CH3:9])[C:5]([NH2:10])=[CH:4][CH:3]=1.[CH:11](O)=O, predict the reaction product. The product is: [Br:1][C:2]1[CH:3]=[CH:4][C:5]2[N:10]=[CH:9][N:8]([CH3:11])[C:6]=2[CH:7]=1. (3) Given the reactants [CH3:1][O:2][C:3]1[CH:4]=[CH:5][C:6]([CH2:11][C@@H:12]2[C@@H:17]([CH2:18][C:19]3[CH:20]=[CH:21][C:22]([OH:27])=[C:23]([O:25][CH3:26])[CH:24]=3)[C:15](=[O:16])[O:14][CH2:13]2)=[CH:7][C:8]=1[O:9][CH3:10].[C:28]([OH:37])(=[O:36])[CH2:29][CH2:30][CH2:31][CH2:32][CH2:33][CH2:34][CH3:35].O, predict the reaction product. The product is: [CH3:1][O:2][C:3]1[CH:4]=[CH:5][C:6]([CH2:11][C@@H:12]2[C@@H:17]([CH2:18][C:19]3[CH:20]=[CH:21][C:22]([OH:27])=[C:23]([O:25][CH3:26])[CH:24]=3)[C:15](=[O:16])[O:14][CH2:13]2)=[CH:7][C:8]=1[O:9][CH3:10].[C:28]([O-:37])(=[O:36])[CH2:29][CH2:30][CH2:31][CH2:32][CH2:33][CH2:34][CH3:35]. (4) Given the reactants [O:1]1[CH2:6][CH2:5][CH:4]([CH2:7][N:8]2[C:16]3[C:11](=[CH:12][C:13]([C:17](O)=[O:18])=[CH:14][CH:15]=3)[C:10]([C:20]([CH:22]3[C:24]([CH3:26])([CH3:25])[C:23]3([CH3:28])[CH3:27])=[O:21])=[CH:9]2)[CH2:3][CH2:2]1.C(N1C=CN=C1)(N1C=CN=C1)=O.[CH2:41]([CH2:43][NH2:44])[OH:42], predict the reaction product. The product is: [OH:42][CH2:41][CH2:43][NH:44][C:17]([C:13]1[CH:12]=[C:11]2[C:16](=[CH:15][CH:14]=1)[N:8]([CH2:7][CH:4]1[CH2:5][CH2:6][O:1][CH2:2][CH2:3]1)[CH:9]=[C:10]2[C:20]([CH:22]1[C:23]([CH3:27])([CH3:28])[C:24]1([CH3:26])[CH3:25])=[O:21])=[O:18]. (5) Given the reactants [NH2:1][CH:2]([C:10]1[C:15]([O:16][CH3:17])=[CH:14][CH:13]=[CH:12][C:11]=1[O:18][CH3:19])[CH2:3][CH2:4][CH2:5][C:6]([O:8]C)=O.[CH3:20][C:21]1[S:25][C:24]([C:26]2[CH:27]=[C:28]([CH:31]=[CH:32][CH:33]=2)[CH:29]=O)=[N:23][CH:22]=1, predict the reaction product. The product is: [CH3:19][O:18][C:11]1[CH:12]=[CH:13][CH:14]=[C:15]([O:16][CH3:17])[C:10]=1[CH:2]1[N:1]([CH2:29][C:28]2[CH:31]=[CH:32][CH:33]=[C:26]([C:24]3[S:25][C:21]([CH3:20])=[CH:22][N:23]=3)[CH:27]=2)[C:6](=[O:8])[CH2:5][CH2:4][CH2:3]1. (6) Given the reactants C(=O)([O-])[O-].[K+].[K+].Cl[CH2:8][C:9]([NH:11][NH:12][C:13]([C:15]1[CH:16]=[C:17]([C:21]2[CH:22]=[N:23][C:24]([NH:36][C:37]([NH:39][CH2:40][CH3:41])=[O:38])=[CH:25][C:26]=2[C:27]2[S:28][CH:29]=[C:30]([C:32]([F:35])([F:34])[F:33])[N:31]=2)[CH:18]=[N:19][CH:20]=1)=[O:14])=[O:10], predict the reaction product. The product is: [CH2:40]([NH:39][C:37]([NH:36][C:24]1[N:23]=[CH:22][C:21]([C:17]2[CH:18]=[N:19][CH:20]=[C:15]([C:13]3[O:14][CH2:8][C:9](=[O:10])[NH:11][N:12]=3)[CH:16]=2)=[C:26]([C:27]2[S:28][CH:29]=[C:30]([C:32]([F:35])([F:34])[F:33])[N:31]=2)[CH:25]=1)=[O:38])[CH3:41].